From a dataset of Reaction yield outcomes from USPTO patents with 853,638 reactions. Predict the reaction yield, written as a fraction of the theoretical maximum amount of product (1.0 means a 100% yield; for example, 0.34 means a 34% yield). (1) The reactants are [Br:1][C:2]1[C:9]([OH:10])=[C:8]([O:11][CH3:12])[CH:7]=[CH:6][C:3]=1[CH:4]=[O:5].[C:13]([O-])([O-])=O.[K+].[K+].COS(OC)(=O)=O. The catalyst is CN(C=O)C. The product is [Br:1][C:2]1[C:9]([O:10][CH3:13])=[C:8]([O:11][CH3:12])[CH:7]=[CH:6][C:3]=1[CH:4]=[O:5]. The yield is 0.910. (2) The reactants are [C:1]1([CH2:7][C:8]([OH:10])=O)[CH:6]=[CH:5][CH:4]=[CH:3][CH:2]=1.C([O:18][NH2:19])C1C=CC=CC=1.CCN(CC)CC.Cl.C(N=C=NCCCN(C)C)C. The catalyst is C(Cl)Cl.CO.[Pd]. The product is [C:1]1([CH2:7][C:8]([NH:19][OH:18])=[O:10])[CH:6]=[CH:5][CH:4]=[CH:3][CH:2]=1. The yield is 0.900. (3) The reactants are [Br:1][C:2]1[CH:3]=[C:4]([N+:11]([O-])=O)[C:5]([O:9][CH3:10])=[C:6]([F:8])[CH:7]=1.[Cl-].[NH4+]. The catalyst is CCO.O.ClCCl.[Zn]. The product is [Br:1][C:2]1[CH:7]=[C:6]([F:8])[C:5]([O:9][CH3:10])=[C:4]([CH:3]=1)[NH2:11]. The yield is 0.820.